Binary Classification. Given a miRNA mature sequence and a target amino acid sequence, predict their likelihood of interaction. From a dataset of Experimentally validated miRNA-target interactions with 360,000+ pairs, plus equal number of negative samples. The miRNA is mmu-miR-883b-5p with sequence UACUGAGAAUGGGUAGCAGUCA. The protein sequence of the target gene is MATSANLDIGAQLIVEECPSSYISGMPDIKLEHQLDPNPDEGAAQGVAMGMKFILPNRFDMNVCSRFVKSLNEEDSKNIQDQVNSDLEVASVLFKAECNIHTSPSPGIQVRHVYTPSTTKHFSPIKQSTTLTNKHRGNEVSTTPLLANSLSAHQLAAQGEMLYLATRIEQENVINHTDEEGFTPLMWAAAHGQIAVVEFLLQNGADPQLLGKGRESALSLACSKGYTDIVKMLLDCGVDVNEYDWNGGTPLLYAVHGNHVKCVKMLLENGADPTIETDSGYNSMDLAVALGYRGVQQAIE.... Result: 1 (interaction).